This data is from Full USPTO retrosynthesis dataset with 1.9M reactions from patents (1976-2016). The task is: Predict the reactants needed to synthesize the given product. (1) Given the product [Br:1][C:2]1[C:15]([O:16][C:17]([F:18])([F:20])[F:19])=[CH:14][C:13]2[O:12][C:11]3[C:6](=[CH:7][C:8]([I:21])=[CH:9][CH:10]=3)[C:5]([CH3:23])([OH:22])[C:4]=2[CH:3]=1, predict the reactants needed to synthesize it. The reactants are: [Br:1][C:2]1[C:15]([O:16][C:17]([F:20])([F:19])[F:18])=[CH:14][C:13]2[O:12][C:11]3[C:6](=[CH:7][C:8]([I:21])=[CH:9][CH:10]=3)[C:5](=[O:22])[C:4]=2[CH:3]=1.[CH3:23][Mg]Cl.BrC1C=CC2OC3C(=NC(Cl)=CC=3F)C(=C)C=2C=1. (2) Given the product [Br:21][C:19]1[CH:20]=[C:15]([C:13](=[O:14])[CH2:12][N:4]2[CH2:5][CH2:6][O:1][C:2]3[CH:10]=[CH:9][N:8]=[CH:7][C:3]2=3)[CH:16]=[C:17]([Br:23])[C:18]=1[OH:22], predict the reactants needed to synthesize it. The reactants are: [O:1]1[CH2:6][CH2:5][NH:4][C:3]2[CH:7]=[N:8][CH:9]=[CH:10][C:2]1=2.Br[CH2:12][C:13]([C:15]1[CH:20]=[C:19]([Br:21])[C:18]([OH:22])=[C:17]([Br:23])[CH:16]=1)=[O:14].C(=O)([O-])[O-].[K+].[K+]. (3) Given the product [CH3:1][O:2][C:3]1[C:16]([O:17][CH3:18])=[CH:15][CH:14]=[C:13]([C:19]2[CH:20]=[C:21]3[C:25](=[CH:26][CH:27]=2)[C:24](=[O:28])[O:23][CH2:22]3)[C:4]=1[O:5][CH2:6][C:7]([CH3:11])([CH3:12])[C:8]([NH:31][CH2:32][CH2:33][CH3:34])=[O:10], predict the reactants needed to synthesize it. The reactants are: [CH3:1][O:2][C:3]1[C:16]([O:17][CH3:18])=[CH:15][CH:14]=[C:13]([C:19]2[CH:20]=[C:21]3[C:25](=[CH:26][CH:27]=2)[C:24](=[O:28])[O:23][CH2:22]3)[C:4]=1[O:5][CH2:6][C:7]([CH3:12])([CH3:11])[C:8]([OH:10])=O.Cl.C[N:31](C)[CH2:32][CH2:33][CH2:34]N=C=NCC.C(N(CC)CC)C.O.ON1C2C=CC=CC=2N=N1.C(N)CC. (4) Given the product [CH3:19][N:18]([CH3:20])[C:8]1([C:4]2[CH:5]=[CH:6][CH:7]=[C:2]([F:1])[CH:3]=2)[CH2:17][CH2:16][C:11](=[O:12])[CH2:10][CH2:9]1, predict the reactants needed to synthesize it. The reactants are: [F:1][C:2]1[CH:3]=[C:4]([C:8]2([N:18]([CH3:20])[CH3:19])[CH2:17][CH2:16][C:11]3(OCC[O:12]3)[CH2:10][CH2:9]2)[CH:5]=[CH:6][CH:7]=1.CN(C)C1(C2C=CC=CC=2)CCC2(CCNCC2)CC1. (5) Given the product [C@H:57]1([O:56][C@@H:46]2[C@@H:45]([CH2:88][OH:89])[O:44][C@H:10]([O:11][C@H:12]3[C@@H:16]([OH:17])[CH2:15][NH:14][C@@H:13]3[CH2:35][OH:36])[C@H:9]([OH:8])[C@H:47]2[OH:48])[O:86][C@H:85]([CH3:87])[C@@H:76]([OH:77])[C@H:67]([OH:68])[C@H:58]1[OH:59], predict the reactants needed to synthesize it. The reactants are: C([O:8][C@@H:9]1[C@@H:47]([O:48]CC2C=CC=CC=2)[C@H:46]([O:56][C@H:57]2[O:86][C@H:85]([CH3:87])[C@@H:76]([O:77]CC3C=CC=CC=3)[C@H:67]([O:68]CC3C=CC=CC=3)[C@H:58]2[O:59]CC2C=CC=CC=2)[C@@H:45]([CH2:88][O:89]CC2C=CC=CC=2)[O:44][C@@H:10]1[O:11][C@H:12]1[C@@H:16]([O:17]CC2C=CC=CC=2)[CH2:15][N:14](C(OCC2C=CC=CC=2)=O)[C@@H:13]1[CH2:35][O:36]CC1C=CC=CC=1)C1C=CC=CC=1. (6) Given the product [CH2:9]([O:8][C:6]([C:5]1[CH:11]=[CH:12][C:2]([N:16]2[CH2:15][CH2:14][N:13]([C:19]([O:21][C:22]([CH3:25])([CH3:24])[CH3:23])=[O:20])[CH2:18][CH2:17]2)=[N:3][CH:4]=1)=[O:7])[CH3:10], predict the reactants needed to synthesize it. The reactants are: Cl[C:2]1[CH:12]=[CH:11][C:5]([C:6]([O:8][CH2:9][CH3:10])=[O:7])=[CH:4][N:3]=1.[N:13]1([C:19]([O:21][C:22]([CH3:25])([CH3:24])[CH3:23])=[O:20])[CH2:18][CH2:17][NH:16][CH2:15][CH2:14]1.C(N(CC)C(C)C)(C)C.